Dataset: Full USPTO retrosynthesis dataset with 1.9M reactions from patents (1976-2016). Task: Predict the reactants needed to synthesize the given product. (1) Given the product [Cl:2][C:3]1[CH:4]=[C:5]([NH:10][C:11]2[C:16]([NH:17][N:18]=[C:25]3[C:27]4[C:32](=[CH:31][CH:30]=[CH:29][CH:28]=4)[NH:22][C:23]3=[O:24])=[N:15][C:14]3[C:13](=[N:21][O:20][N:19]=3)[N:12]=2)[CH:6]=[CH:7][C:8]=1[Cl:9], predict the reactants needed to synthesize it. The reactants are: Cl.[Cl:2][C:3]1[CH:4]=[C:5]([NH:10][C:11]2[C:16]([NH:17][NH2:18])=[N:15][C:14]3=[N:19][O:20][N:21]=[C:13]3[N:12]=2)[CH:6]=[CH:7][C:8]=1[Cl:9].[NH:22]1[C:32]2[C:27](=[CH:28][CH:29]=[CH:30][CH:31]=2)[C:25](=O)[C:23]1=[O:24]. (2) Given the product [NH2:9][C:7]1[CH:6]=[C:5]([Br:12])[C:4]([CH:13]([C:16]2[CH:21]=[CH:20][C:19]([Cl:22])=[CH:18][CH:17]=2)[C:14]#[N:15])=[C:3]([Br:2])[CH:8]=1, predict the reactants needed to synthesize it. The reactants are: O.[Br:2][C:3]1[CH:8]=[C:7]([N+:9]([O-])=O)[CH:6]=[C:5]([Br:12])[C:4]=1[CH:13]([C:16]1[CH:21]=[CH:20][C:19]([Cl:22])=[CH:18][CH:17]=1)[C:14]#[N:15]. (3) Given the product [C:21]([CH2:20][CH2:19][CH2:18][CH2:17][CH2:1][C:2]([CH3:12])([C:8]([CH3:10])=[O:9])[C:3]([O:5][CH2:6][CH3:7])=[O:4])([O:23][CH2:24][CH3:25])=[O:22], predict the reactants needed to synthesize it. The reactants are: [CH3:1][CH:2]([C:8]([CH3:10])=[O:9])[C:3]([O:5][CH2:6][CH3:7])=[O:4].[O-][CH2:12]C.[Na+].BrC[CH2:17][CH2:18][CH2:19][CH2:20][C:21]([O:23][CH2:24][CH3:25])=[O:22]. (4) Given the product [NH2:15][C:16](=[O:39])[C@@H:17]([NH:24][C:25]([C@@H:27]1[CH2:32][CH2:31][CH2:30][CH2:29][C@H:28]1[N:33]1[CH2:34][CH2:35][N:36]([CH2:48][C:47]2[CH:46]=[CH:45][C:44]([NH:43][C:40](=[O:42])[CH3:41])=[CH:51][CH:50]=2)[CH2:37][CH2:38]1)=[O:26])[C:18]1[CH:19]=[CH:20][CH:21]=[CH:22][CH:23]=1, predict the reactants needed to synthesize it. The reactants are: C(O[BH-](OC(=O)C)OC(=O)C)(=O)C.[Na+].[NH2:15][C:16](=[O:39])[C@@H:17]([NH:24][C:25]([C@@H:27]1[CH2:32][CH2:31][CH2:30][CH2:29][C@H:28]1[N:33]1[CH2:38][CH2:37][NH:36][CH2:35][CH2:34]1)=[O:26])[C:18]1[CH:23]=[CH:22][CH:21]=[CH:20][CH:19]=1.[C:40]([NH:43][C:44]1[CH:51]=[CH:50][C:47]([CH:48]=O)=[CH:46][CH:45]=1)(=[O:42])[CH3:41].C(O)(=O)C.N. (5) Given the product [CH2:22]([N:29]1[C:38](=[O:39])[C:37]2[C:32](=[CH:33][C:34]([O:41][CH3:42])=[C:35]([O:11][CH:12]3[CH2:21][CH2:20][C:15]4([O:19][CH2:18][CH2:17][O:16]4)[CH2:14][CH2:13]3)[CH:36]=2)[N:31]=[CH:30]1)[C:23]1[CH:24]=[CH:25][CH:26]=[CH:27][CH:28]=1, predict the reactants needed to synthesize it. The reactants are: C(=O)([O-])[O-].[K+].[K+].CS([O:11][CH:12]1[CH2:21][CH2:20][C:15]2([O:19][CH2:18][CH2:17][O:16]2)[CH2:14][CH2:13]1)(=O)=O.[CH2:22]([N:29]1[C:38](=[O:39])[C:37]2[C:32](=[CH:33][C:34]([O:41][CH3:42])=[C:35](O)[CH:36]=2)[N:31]=[CH:30]1)[C:23]1[CH:28]=[CH:27][CH:26]=[CH:25][CH:24]=1.O. (6) Given the product [CH3:1][C:2]1[N:3]=[C:4]([CH3:33])[N:5]2[C:10]=1[C:9]([O:11][C:12]1[CH:17]=[C:16]([O:18][CH3:19])[C:15]([O:20][CH3:21])=[C:14]([O:22][CH3:23])[CH:13]=1)=[N:8][C:7]([C:24]1[CH:25]=[CH:26][C:27]([NH2:30])=[CH:28][CH:29]=1)=[N:6]2, predict the reactants needed to synthesize it. The reactants are: [CH3:1][C:2]1[N:3]=[C:4]([CH3:33])[N:5]2[C:10]=1[C:9]([O:11][C:12]1[CH:17]=[C:16]([O:18][CH3:19])[C:15]([O:20][CH3:21])=[C:14]([O:22][CH3:23])[CH:13]=1)=[N:8][C:7]([C:24]1[CH:29]=[CH:28][C:27]([N+:30]([O-])=O)=[CH:26][CH:25]=1)=[N:6]2.[H][H].